From a dataset of Reaction yield outcomes from USPTO patents with 853,638 reactions. Predict the reaction yield, written as a fraction of the theoretical maximum amount of product (1.0 means a 100% yield; for example, 0.34 means a 34% yield). (1) The yield is 0.940. The product is [CH2:1]([O:8][C:9](=[O:17])[N:10]([CH:11]([CH2:14][O:15][CH3:16])[CH2:12][CH3:13])[CH3:18])[C:2]1[CH:7]=[CH:6][CH:5]=[CH:4][CH:3]=1. The reactants are [CH2:1]([O:8][C:9](=[O:17])[NH:10][CH:11]([CH2:14][O:15][CH3:16])[CH2:12][CH3:13])[C:2]1[CH:7]=[CH:6][CH:5]=[CH:4][CH:3]=1.[CH3:18]I.[H-].[Na+]. The catalyst is C1COCC1.CN(C=O)C. (2) The reactants are [OH:1][CH2:2][C:3]1[CH:4]=[C:5]([OH:10])[CH:6]=[C:7]([OH:9])[CH:8]=1.C([O-])([O-])=O.[K+].[K+].Br[CH2:18][CH2:19][O:20][CH3:21].CCOC(C)=O. The catalyst is CN(C=O)C. The product is [OH:1][CH2:2][C:3]1[CH:4]=[C:5]([OH:10])[CH:6]=[C:7]([O:9][CH2:18][CH2:19][O:20][CH3:21])[CH:8]=1. The yield is 0.160. (3) The reactants are [CH3:1][O:2][C:3]1[C:9]([CH2:10][CH2:11][N:12]2[CH2:17][CH2:16][N:15]([C:18]3[CH:27]=[CH:26][CH:25]=[C:24]4[C:19]=3[CH:20]=[CH:21][C:22]([CH3:28])=[N:23]4)[CH2:14][CH2:13]2)=[CH:8][CH:7]=[CH:6][C:4]=1[NH2:5].[Cl:29][CH2:30][CH2:31][N:32]=[C:33]=[O:34]. No catalyst specified. The product is [ClH:29].[ClH:29].[CH3:1][O:2][C:3]1[C:9]([CH2:10][CH2:11][N:12]2[CH2:13][CH2:14][N:15]([C:18]3[CH:27]=[CH:26][CH:25]=[C:24]4[C:19]=3[CH:20]=[CH:21][C:22]([CH3:28])=[N:23]4)[CH2:16][CH2:17]2)=[CH:8][CH:7]=[CH:6][C:4]=1[N:5]1[CH2:30][CH2:31][NH:32][C:33]1=[O:34]. The yield is 0.380.